From a dataset of Reaction yield outcomes from USPTO patents with 853,638 reactions. Predict the reaction yield, written as a fraction of the theoretical maximum amount of product (1.0 means a 100% yield; for example, 0.34 means a 34% yield). (1) The reactants are [NH2:1][CH2:2][C:3]1[CH:8]=[CH:7][C:6]([C:9]2[C:10]([O:17][CH3:18])=[N:11][CH:12]=[C:13]([CH:16]=2)[C:14]#[N:15])=[CH:5][CH:4]=1.C(N(CC)CC)C.[F:26][C:27]([F:40])([F:39])[O:28][C:29]1[CH:34]=[CH:33][CH:32]=[CH:31][C:30]=1[S:35](Cl)(=[O:37])=[O:36]. The catalyst is ClCCl. The product is [C:14]([C:13]1[CH:16]=[C:9]([C:6]2[CH:5]=[CH:4][C:3]([CH2:2][NH:1][S:35]([C:30]3[CH:31]=[CH:32][CH:33]=[CH:34][C:29]=3[O:28][C:27]([F:26])([F:39])[F:40])(=[O:37])=[O:36])=[CH:8][CH:7]=2)[C:10]([O:17][CH3:18])=[N:11][CH:12]=1)#[N:15]. The yield is 0.170. (2) The reactants are I[C:2]1[CH:7]=[CH:6][C:5]([C:8]([F:11])([F:10])[F:9])=[CH:4][CH:3]=1.[Br:12][C:13]1[CH:14]=[C:15]2[CH:21]=[CH:20][NH:19][C:16]2=[N:17][CH:18]=1.C(=O)([O-])[O-].[K+].[K+].[OH-].[Na+]. The catalyst is CN(C=O)C.[Cu]Br.C([O-])(=O)C.[Cu+2].C([O-])(=O)C. The product is [Br:12][C:13]1[CH:14]=[C:15]2[CH:21]=[CH:20][N:19]([C:2]3[CH:7]=[CH:6][C:5]([C:8]([F:11])([F:10])[F:9])=[CH:4][CH:3]=3)[C:16]2=[N:17][CH:18]=1. The yield is 0.220. (3) The reactants are [Cl:1][C:2]1[N:3]=[CH:4][N:5]([C:7]2[CH:12]=[CH:11][C:10]([NH:13][C:14]3[N:15]=[C:16]([N:29]4[CH2:32][C:31]5(OCC[O:33]5)[CH2:30]4)[C:17]4[CH2:22][CH2:21][CH:20]([C:23]5[CH:28]=[CH:27][CH:26]=[CH:25][CH:24]=5)[C:18]=4[N:19]=3)=[CH:9][C:8]=2[O:37][CH3:38])[CH:6]=1.O. The catalyst is CC(C)=O. The product is [Cl:1][C:2]1[N:3]=[CH:4][N:5]([C:7]2[CH:12]=[CH:11][C:10]([NH:13][C:14]3[N:15]=[C:16]([N:29]4[CH2:30][C:31](=[O:33])[CH2:32]4)[C:17]4[CH2:22][CH2:21][CH:20]([C:23]5[CH:28]=[CH:27][CH:26]=[CH:25][CH:24]=5)[C:18]=4[N:19]=3)=[CH:9][C:8]=2[O:37][CH3:38])[CH:6]=1. The yield is 0.205. (4) The yield is 0.860. The reactants are C(O[C:9]([N:11]([CH2:13][C:14]1[C:22]2[C:17](=[CH:18][CH:19]=[CH:20][CH:21]=2)[N:16]([CH2:23][C:24]2[CH:29]=[CH:28][CH:27]=[CH:26][CH:25]=2)[CH:15]=1)C)=O)C1C=CC=CC=1. The catalyst is [OH-].[OH-].[Pd+2].CO. The product is [CH2:23]([N:16]1[C:17]2[C:22](=[CH:21][CH:20]=[CH:19][CH:18]=2)[C:14]([CH2:13][NH:11][CH3:9])=[CH:15]1)[C:24]1[CH:25]=[CH:26][CH:27]=[CH:28][CH:29]=1. (5) The reactants are Br[C:2]1[C:3]([NH2:9])=[N:4][CH:5]=[C:6]([Br:8])[N:7]=1.[CH3:10][Si:11]([C:14]#[CH:15])([CH3:13])[CH3:12]. The catalyst is C1COCC1.[Cu]I.Cl[Pd](Cl)([P](C1C=CC=CC=1)(C1C=CC=CC=1)C1C=CC=CC=1)[P](C1C=CC=CC=1)(C1C=CC=CC=1)C1C=CC=CC=1. The product is [Br:8][C:6]1[N:7]=[C:2]([C:15]#[C:14][Si:11]([CH3:13])([CH3:12])[CH3:10])[C:3]([NH2:9])=[N:4][CH:5]=1. The yield is 0.700. (6) The reactants are [CH3:1][O:2][C:3](=[O:44])[C@H:4]1[O:31][CH:8]([O:9][C:10]2[CH:15]=[CH:14][C:13]([CH2:16][CH2:17][CH2:18][CH2:19][NH:20]C(OCC3C=CC=CC=3)=O)=[CH:12][CH:11]=2)[C@H:7]([O:32][C:33](=[O:35])[CH3:34])[C@@H:6]([O:36][C:37](=[O:39])[CH3:38])[C@@H:5]1[O:40][C:41](=[O:43])[CH3:42]. The catalyst is CO.[Pd]. The product is [CH3:1][O:2][C:3](=[O:44])[C@H:4]1[O:31][CH:8]([O:9][C:10]2[CH:11]=[CH:12][C:13]([CH2:16][CH2:17][CH2:18][CH2:19][NH2:20])=[CH:14][CH:15]=2)[C@H:7]([O:32][C:33](=[O:35])[CH3:34])[C@@H:6]([O:36][C:37](=[O:39])[CH3:38])[C@@H:5]1[O:40][C:41](=[O:43])[CH3:42]. The yield is 0.840. (7) The reactants are [NH2:1][C:2]([CH3:6])([CH3:5])[CH2:3][OH:4].[Br:7][C:8]1[CH:9]=[CH:10][C:11]([O:18][CH3:19])=[C:12]([S:14](Cl)(=[O:16])=[O:15])[CH:13]=1. No catalyst specified. The product is [Br:7][C:8]1[CH:9]=[CH:10][C:11]([O:18][CH3:19])=[C:12]([S:14]([NH:1][C:2]([CH3:6])([CH3:5])[CH2:3][OH:4])(=[O:15])=[O:16])[CH:13]=1. The yield is 0.990. (8) The yield is 0.840. The product is [N+:21]([C:14]1[CH:15]=[C:16]([C:17]([F:20])([F:18])[F:19])[C:11]([CH2:3][C:1]#[N:2])=[N:12][CH:13]=1)([O-:23])=[O:22]. The catalyst is CO. The reactants are [C:1]([CH:3]([C:11]1[C:16]([C:17]([F:20])([F:19])[F:18])=[CH:15][C:14]([N+:21]([O-:23])=[O:22])=[CH:13][N:12]=1)C(OC(C)(C)C)=O)#[N:2].Cl.CC(=O)OCC. (9) The reactants are [CH2:1]([O:8][C:9](=[O:22])[NH:10][CH2:11][CH2:12][C:13]#[C:14][C:15]1[CH:20]=[CH:19][C:18](I)=[CH:17][CH:16]=1)[C:2]1[CH:7]=[CH:6][CH:5]=[CH:4][CH:3]=1.[CH3:23][O:24][C:25](=[O:38])[C@H:26]([NH:30][C:31]([O:33][C:34]([CH3:37])([CH3:36])[CH3:35])=[O:32])[CH2:27][C:28]#[CH:29].COC(=O)C(NC(OC(C)(C)C)=O)CC#C. The catalyst is C1COCC1.C(N(CC)CC)C.[Cu]I.Cl[Pd](Cl)([P](C1C=CC=CC=1)(C1C=CC=CC=1)C1C=CC=CC=1)[P](C1C=CC=CC=1)(C1C=CC=CC=1)C1C=CC=CC=1. The product is [CH3:23][O:24][C:25](=[O:38])[C@H:26]([NH:30][C:31]([O:33][C:34]([CH3:36])([CH3:35])[CH3:37])=[O:32])[CH2:27][C:28]#[C:29][C:18]1[CH:19]=[CH:20][C:15]([C:14]#[C:13][CH2:12][CH2:11][NH:10][C:9]([O:8][CH2:1][C:2]2[CH:7]=[CH:6][CH:5]=[CH:4][CH:3]=2)=[O:22])=[CH:16][CH:17]=1. The yield is 0.990.